Predict the reactants needed to synthesize the given product. From a dataset of Full USPTO retrosynthesis dataset with 1.9M reactions from patents (1976-2016). (1) Given the product [O:1]1[C:5]2([CH2:10][CH2:9][CH:8]([O:11][CH2:19][CH:20]3[CH2:25][CH2:24][N:23]([C:26]([O:28][CH2:29][C:30]4[CH:31]=[CH:32][CH:33]=[CH:34][CH:35]=4)=[O:27])[CH2:22][CH2:21]3)[CH2:7][CH2:6]2)[O:4][CH2:3][CH2:2]1, predict the reactants needed to synthesize it. The reactants are: [O:1]1[C:5]2([CH2:10][CH2:9][CH:8]([OH:11])[CH2:7][CH2:6]2)[O:4][CH2:3][CH2:2]1.[H-].[Na+].CS(O[CH2:19][CH:20]1[CH2:25][CH2:24][N:23]([C:26]([O:28][CH2:29][C:30]2[CH:35]=[CH:34][CH:33]=[CH:32][CH:31]=2)=[O:27])[CH2:22][CH2:21]1)(=O)=O.O. (2) Given the product [Cl:1][C:2]1[CH:3]=[C:4]([C:9]#[C:10][C:12]2[C:20]3[C:15](=[CH:16][C:17]([O:23][CH3:24])=[C:18]([O:21][CH3:22])[CH:19]=3)[N:14]([CH3:25])[CH:13]=2)[C:5]([NH2:8])=[N:6][CH:7]=1, predict the reactants needed to synthesize it. The reactants are: [Cl:1][C:2]1[CH:3]=[C:4]([C:9]#[CH:10])[C:5]([NH2:8])=[N:6][CH:7]=1.I[C:12]1[C:20]2[C:15](=[CH:16][C:17]([O:23][CH3:24])=[C:18]([O:21][CH3:22])[CH:19]=2)[N:14]([CH3:25])[CH:13]=1. (3) Given the product [CH2:1]([N:7]([CH3:27])[C:8]([CH:10]1[CH2:14][CH:13]([O:15][C:31]2[C:40]3[C:35](=[CH:36][CH:37]=[CH:38][CH:39]=3)[N:34]=[C:33]([C:43]3[S:44][CH:45]=[C:46]([CH:48]([CH3:50])[CH3:49])[N:47]=3)[N:32]=2)[CH2:12][CH:11]1[C:16]([NH:18][C:19]1([C:24]([OH:26])=[O:25])[CH2:21][CH:20]1[CH:22]=[CH2:23])=[O:17])=[O:9])[CH2:2][CH2:3][CH2:4][CH:5]=[CH2:6], predict the reactants needed to synthesize it. The reactants are: [CH2:1]([N:7]([CH3:27])[C:8]([CH:10]1[CH2:14][CH:13]([OH:15])[CH2:12][CH:11]1[C:16]([NH:18][C:19]1([C:24]([OH:26])=[O:25])[CH2:21][CH:20]1[CH:22]=[CH2:23])=[O:17])=[O:9])[CH2:2][CH2:3][CH2:4][CH:5]=[CH2:6].[H-].[Na+].Cl[C:31]1[C:40]2[C:35](=[CH:36][C:37](OC)=[CH:38][CH:39]=2)[N:34]=[C:33]([C:43]2[S:44][CH:45]=[C:46]([CH:48]([CH3:50])[CH3:49])[N:47]=2)[N:32]=1.Cl. (4) Given the product [C:25]([C:2]1[C:3]([C:21]([O:23][CH3:24])=[O:22])=[C:4]([NH:7][C:8](=[O:20])[CH2:9][C:10]2[CH:19]=[CH:18][CH:17]=[C:16]3[C:11]=2[CH:12]=[CH:13][CH:14]=[N:15]3)[S:5][CH:6]=1)#[N:26], predict the reactants needed to synthesize it. The reactants are: Br[C:2]1[C:3]([C:21]([O:23][CH3:24])=[O:22])=[C:4]([NH:7][C:8](=[O:20])[CH2:9][C:10]2[CH:19]=[CH:18][CH:17]=[C:16]3[C:11]=2[CH:12]=[CH:13][CH:14]=[N:15]3)[S:5][CH:6]=1.[C:25]([Cu])#[N:26].CN[C@@H]1CCCC[C@H]1NC. (5) Given the product [C:27]([O:31][C:32]([N:34]1[CH2:39][CH2:38][C:37]([C:42]2[CH:47]=[CH:46][C:45]([Cl:48])=[CH:44][CH:43]=2)([CH:40]=[CH2:2])[CH2:36][CH2:35]1)=[O:33])([CH3:30])([CH3:29])[CH3:28], predict the reactants needed to synthesize it. The reactants are: [I-].[CH3:2][P+](C1C=CC=CC=1)(C1C=CC=CC=1)C1C=CC=CC=1.C([Li])CCC.[C:27]([O:31][C:32]([N:34]1[CH2:39][CH2:38][C:37]([C:42]2[CH:47]=[CH:46][C:45]([Cl:48])=[CH:44][CH:43]=2)([CH:40]=O)[CH2:36][CH2:35]1)=[O:33])([CH3:30])([CH3:29])[CH3:28].O. (6) Given the product [CH2:10]([O:12][C:13](=[O:14])[NH:15][C:16](=[S:17])[NH:9][C:3]1[C:2]([CH3:1])=[N:7][CH:6]=[C:5]([CH3:8])[N:4]=1)[CH3:11], predict the reactants needed to synthesize it. The reactants are: [CH3:1][C:2]1[C:3]([NH2:9])=[N:4][C:5]([CH3:8])=[CH:6][N:7]=1.[CH2:10]([O:12][C:13]([N:15]=[C:16]=[S:17])=[O:14])[CH3:11]. (7) Given the product [Br:1][C:2]1[CH:3]=[CH:4][C:5]([O:9][CH:10]([CH:14]([CH3:16])[CH3:15])[CH:11]([CH3:12])[CH3:13])=[C:6]([NH:7][C:25]([NH:24][C:19]2[CH:20]=[CH:21][CH:22]=[CH:23][C:18]=2[F:17])=[O:26])[CH:8]=1, predict the reactants needed to synthesize it. The reactants are: [Br:1][C:2]1[CH:3]=[CH:4][C:5]([O:9][CH:10]([CH:14]([CH3:16])[CH3:15])[CH:11]([CH3:13])[CH3:12])=[C:6]([CH:8]=1)[NH2:7].[F:17][C:18]1[CH:23]=[CH:22][CH:21]=[CH:20][C:19]=1[N:24]=[C:25]=[O:26].BrC1C=CC(OC(C(C)C)C(C)C)=C(NC(NC2C=CC(C)=CC=2)=O)C=1. (8) The reactants are: [O:1]1[CH2:6][CH:5]=[C:4]([C:7]2[C:8]([NH2:26])=[N:9][C:10]3[C:15]([CH:16]=2)=[CH:14][C:13](B2OC(C)(C)C(C)(C)O2)=[CH:12][CH:11]=3)[CH2:3][CH2:2]1.C([O-])(=O)C.[K+].I[C:33]1[C:38]([CH3:39])=[CH:37][CH:36]=[CH:35][C:34]=1[C:40]([N:42]1[CH2:46][CH2:45][CH2:44][CH2:43]1)=[O:41].[O-]P([O-])([O-])=O.[K+].[K+].[K+]. Given the product [NH2:26][C:8]1[C:7]([C:4]2[CH2:3][CH2:2][O:1][CH2:6][CH:5]=2)=[CH:16][C:15]2[C:10](=[CH:11][CH:12]=[C:13]([C:33]3[C:38]([CH3:39])=[CH:37][CH:36]=[CH:35][C:34]=3[C:40]([N:42]3[CH2:46][CH2:45][CH2:44][CH2:43]3)=[O:41])[CH:14]=2)[N:9]=1, predict the reactants needed to synthesize it.